From a dataset of Reaction yield outcomes from USPTO patents with 853,638 reactions. Predict the reaction yield, written as a fraction of the theoretical maximum amount of product (1.0 means a 100% yield; for example, 0.34 means a 34% yield). (1) The reactants are [CH3:1][O:2][C:3]1[CH:8]=[CH:7][CH:6]=[C:5]([CH3:9])[C:4]=1[N:10]1[CH:14]=[C:13]([C:15]([F:18])([F:17])[F:16])[CH:12]=[N:11]1.B1(B2OC(C)(C)C(C)(C)O2)OC(C)(C)C(C)(C)[O:20]1.OOS([O-])=O.[K+]. The catalyst is CO.CO.C1CC=CCCC=C1.C1CC=CCCC=C1.[Ir].[Ir].O. The product is [CH3:1][O:2][C:3]1[CH:8]=[C:7]([OH:20])[CH:6]=[C:5]([CH3:9])[C:4]=1[N:10]1[CH:14]=[C:13]([C:15]([F:18])([F:17])[F:16])[CH:12]=[N:11]1. The yield is 0.330. (2) The reactants are [C:1]1([CH2:7][CH2:8][CH2:9][CH2:10][CH2:11][CH2:12][CH2:13][CH2:14][CH2:15][C:16]2[CH:22]=[CH:21][C:19]([NH2:20])=[CH:18][CH:17]=2)[CH:6]=[CH:5][CH:4]=[CH:3][CH:2]=1.[C:23]([C:25]1([C:28](O)=[O:29])[CH2:27][CH2:26]1)#[N:24]. No catalyst specified. The product is [C:23]([C:25]1([C:28]([NH:20][C:19]2[CH:18]=[CH:17][C:16]([CH2:15][CH2:14][CH2:13][CH2:12][CH2:11][CH2:10][CH2:9][CH2:8][CH2:7][C:1]3[CH:2]=[CH:3][CH:4]=[CH:5][CH:6]=3)=[CH:22][CH:21]=2)=[O:29])[CH2:27][CH2:26]1)#[N:24]. The yield is 0.940. (3) The reactants are [C:1]([C:5]1[N:9]2[N:10]=[C:11]([C:14]#[C:15][C:16]3[CH:21]=[CH:20][C:19]([F:22])=[CH:18][C:17]=3[F:23])[CH:12]=[CH:13][C:8]2=[N:7][N:6]=1)([CH3:4])([CH3:3])[CH3:2].[OH:24]S(O)(=O)=O. No catalyst specified. The product is [C:1]([C:5]1[N:9]2[N:10]=[C:11]([CH2:14][C:15]([C:16]3[CH:21]=[CH:20][C:19]([F:22])=[CH:18][C:17]=3[F:23])=[O:24])[CH:12]=[CH:13][C:8]2=[N:7][N:6]=1)([CH3:4])([CH3:2])[CH3:3]. The yield is 0.990. (4) The reactants are [CH:1]1([N:5]2[CH2:10][CH2:9][N:8]([C:11]([C:13]3[CH:14]=[C:15]4[C:19](=[CH:20][CH:21]=3)[NH:18][C:17]([C:22]([N:24]3[CH2:29][CH2:28][C:27]([F:31])([F:30])[CH2:26][CH2:25]3)=[O:23])=[CH:16]4)=[O:12])[CH2:7][CH2:6]2)[CH2:4][CH2:3][CH2:2]1.[H-].[Na+].Br[CH:35]([CH3:37])[CH3:36]. The catalyst is CN(C)C=O. The product is [CH:1]1([N:5]2[CH2:6][CH2:7][N:8]([C:11]([C:13]3[CH:14]=[C:15]4[C:19](=[CH:20][CH:21]=3)[N:18]([CH:35]([CH3:37])[CH3:36])[C:17]([C:22]([N:24]3[CH2:25][CH2:26][C:27]([F:30])([F:31])[CH2:28][CH2:29]3)=[O:23])=[CH:16]4)=[O:12])[CH2:9][CH2:10]2)[CH2:2][CH2:3][CH2:4]1. The yield is 0.340. (5) The reactants are [CH:1]1([C:4]2[N:5]=[C:6]3[C:12]([C:13]([OH:15])=O)=[CH:11][NH:10][C:7]3=[N:8][CH:9]=2)[CH2:3][CH2:2]1.C(Cl)CCl.[NH2:20][CH2:21][CH2:22][C:23]#[N:24]. The catalyst is C(Cl)Cl.CN(C)C1C=CN=CC=1.O. The product is [C:21]([CH2:22][CH2:23][NH:24][C:13]([C:12]1[C:6]2[C:7](=[N:8][CH:9]=[C:4]([CH:1]3[CH2:2][CH2:3]3)[N:5]=2)[NH:10][CH:11]=1)=[O:15])#[N:20]. The yield is 0.300. (6) The reactants are [Br:1][C:2]1[CH:15]=[C:14]2[CH2:16][C:11]3[C:12]4=[C:13]2[C:4](=[CH:5][CH:6]=[C:7]4[CH:8]=[C:9]([Br:17])[CH:10]=3)[CH:3]=1.CC([O-])(C)C.[K+].CS(C)=O.CN(P(N(C)C)(N(C)C)=O)C. The catalyst is C(Cl)Cl.O. The product is [Br:1][C:2]1[CH:15]=[C:14]2[CH2:16][C:11]3[C:12]4[C:13]2=[C:4]([CH2:5][CH2:6][C:7]=4[CH:8]=[C:9]([Br:17])[CH:10]=3)[CH:3]=1. The yield is 0.800.